Dataset: Full USPTO retrosynthesis dataset with 1.9M reactions from patents (1976-2016). Task: Predict the reactants needed to synthesize the given product. Given the product [F:1][C:2]([F:25])([F:24])[C:3]1[CH:4]=[C:5]([NH:13][C:14]([C:15]2[CH:20]=[C:19]([C:28]3[CH:33]=[CH:32][CH:31]=[CH:30][CH:29]=3)[CH:18]=[CH:17][C:16]=2[OH:22])=[O:23])[CH:6]=[C:7]([C:9]([F:12])([F:11])[F:10])[CH:8]=1, predict the reactants needed to synthesize it. The reactants are: [F:1][C:2]([F:25])([F:24])[C:3]1[CH:4]=[C:5]([NH:13][C:14](=[O:23])[C:15]2[CH:20]=[C:19](I)[CH:18]=[CH:17][C:16]=2[OH:22])[CH:6]=[C:7]([C:9]([F:12])([F:11])[F:10])[CH:8]=1.OB(O)[C:28]1[CH:33]=[CH:32][CH:31]=[CH:30][CH:29]=1.C(=O)([O-])[O-].[Na+].[Na+].Cl.